Task: Regression. Given two drug SMILES strings and cell line genomic features, predict the synergy score measuring deviation from expected non-interaction effect.. Dataset: NCI-60 drug combinations with 297,098 pairs across 59 cell lines Drug 1: C1=NC(=NC(=O)N1C2C(C(C(O2)CO)O)O)N. Drug 2: CC1CCCC2(C(O2)CC(NC(=O)CC(C(C(=O)C(C1O)C)(C)C)O)C(=CC3=CSC(=N3)C)C)C. Cell line: A549. Synergy scores: CSS=45.1, Synergy_ZIP=-4.65, Synergy_Bliss=-6.97, Synergy_Loewe=-12.7, Synergy_HSA=-4.83.